This data is from Reaction yield outcomes from USPTO patents with 853,638 reactions. The task is: Predict the reaction yield, written as a fraction of the theoretical maximum amount of product (1.0 means a 100% yield; for example, 0.34 means a 34% yield). (1) The reactants are [Br:1][C:2]1[N:3]=[C:4]([C:9]#[C:10][Si](C)(C)C)[C:5]([NH2:8])=[N:6][CH:7]=1.[H-].[Na+].[C:17]1([CH3:27])[CH:22]=[CH:21][C:20]([S:23](Cl)(=[O:25])=[O:24])=[CH:19][CH:18]=1. The catalyst is CN(C=O)C. The product is [Br:1][C:2]1[N:3]=[C:4]2[CH:9]=[CH:10][N:8]([S:23]([C:20]3[CH:21]=[CH:22][C:17]([CH3:27])=[CH:18][CH:19]=3)(=[O:25])=[O:24])[C:5]2=[N:6][CH:7]=1. The yield is 0.520. (2) The reactants are [N:1]([CH2:4][CH2:5][O:6][CH2:7][CH2:8][O:9][CH2:10][CH2:11][O:12][CH2:13][CH2:14][NH2:15])=[N+:2]=[N-:3].[C:16]1(=[O:23])[O:22][C:20](=[O:21])[CH2:19][O:18][CH2:17]1.O.C(#N)C. The catalyst is ClCCl. The product is [N:1]([CH2:4][CH2:5][O:6][CH2:7][CH2:8][O:9][CH2:10][CH2:11][O:12][CH2:13][CH2:14][NH:15][C:20](=[O:21])[CH2:19][O:18][CH2:17][C:16]([OH:23])=[O:22])=[N+:2]=[N-:3]. The yield is 1.00. (3) The reactants are [C:1](Cl)(=[O:3])C.[N:5]1[C:6]([CH:14]([O:17][Si](C)(C)C)[C:15]#N)=[CH:7][N:8]2[CH:13]=[CH:12][CH:11]=[CH:10][C:9]=12.C[OH:23]. No catalyst specified. The product is [OH:17][CH:14]([C:6]1[N:5]=[C:9]2[CH:10]=[CH:11][CH:12]=[CH:13][N:8]2[CH:7]=1)[C:15]([O:3][CH3:1])=[O:23]. The yield is 0.800. (4) The yield is 0.400. The product is [CH2:35]([O:37][C:38]([C:39]1[CH:11]([C:10]2[C:4]3[S:3][C:2](=[O:1])[NH:6][C:5]=3[CH:7]=[CH:8][CH:9]=2)[C:25]2[C:24](=[O:29])[CH2:23][CH:22]([C:15]3[C:16]([CH3:21])=[CH:17][C:18]([CH3:20])=[CH:19][C:14]=3[CH3:13])[CH2:27][C:26]=2[NH:58][C:40]=1[CH2:41][O:42][C:43]([CH3:46])([CH3:45])[CH3:44])=[O:48])[CH3:36]. No catalyst specified. The reactants are [O:1]=[C:2]1[NH:6][C:5]2[CH:7]=[CH:8][CH:9]=[C:10]([CH:11]=O)[C:4]=2[S:3]1.[CH3:13][C:14]1[CH:19]=[C:18]([CH3:20])[CH:17]=[C:16]([CH3:21])[C:15]=1[CH:22]1[CH2:27][C:26](=O)[CH2:25][C:24](=[O:29])[CH2:23]1.C([O-])(=O)C.[NH4+].[CH2:35]([O:37][C:38](=[O:48])[CH2:39][C:40](=O)[CH2:41][O:42][C:43]([CH3:46])([CH3:45])[CH3:44])[CH3:36].F[B-](F)(F)F.C([N+:58]1C=CN(C)C=1)CCC. (5) The reactants are [C:1]1([CH2:7][C:8]([OH:10])=O)[CH:6]=[CH:5][CH:4]=[CH:3][CH:2]=1.CCN(C(C)C)C(C)C.CN(C(ON1N=NC2C=CC=NC1=2)=[N+](C)C)C.F[P-](F)(F)(F)(F)F.[NH:44]1[CH2:49][CH2:48][CH:47]([NH:50][C:51]2[CH:60]=[CH:59][N:58]=[C:57]3[C:52]=2[C:53]2[CH:65]=[CH:64][CH:63]=[CH:62][C:54]=2[C:55](=[O:61])[NH:56]3)[CH2:46][CH2:45]1. The catalyst is CN(C=O)C. The yield is 0.300. The product is [C:1]1([CH2:7][C:8]([N:44]2[CH2:45][CH2:46][CH:47]([NH:50][C:51]3[CH:60]=[CH:59][N:58]=[C:57]4[C:52]=3[C:53]3[CH:65]=[CH:64][CH:63]=[CH:62][C:54]=3[C:55](=[O:61])[NH:56]4)[CH2:48][CH2:49]2)=[O:10])[CH:2]=[CH:3][CH:4]=[CH:5][CH:6]=1. (6) The reactants are [CH3:1][C:2]1[CH:3]=[C:4]([NH:13][C:14]2[N:19]=[C:18]([C:20]([F:23])([F:22])[F:21])[CH:17]=[CH:16][N:15]=2)[CH:5]=[C:6]([C:8]2[S:12][CH:11]=[N:10][CH:9]=2)[CH:7]=1.C([N-]C(C)C)(C)C.[Li+].[S:32]1[CH2:37][CH2:36][C:35](=[O:38])[CH2:34][CH2:33]1. The product is [CH3:1][C:2]1[CH:7]=[C:6]([C:8]2[S:12][C:11]([C:35]3([OH:38])[CH2:36][CH2:37][S:32][CH2:33][CH2:34]3)=[N:10][CH:9]=2)[CH:5]=[C:4]([NH:13][C:14]2[N:19]=[C:18]([C:20]([F:21])([F:23])[F:22])[CH:17]=[CH:16][N:15]=2)[CH:3]=1. The catalyst is C1COCC1. The yield is 0.600.